Dataset: Reaction yield outcomes from USPTO patents with 853,638 reactions. Task: Predict the reaction yield, written as a fraction of the theoretical maximum amount of product (1.0 means a 100% yield; for example, 0.34 means a 34% yield). (1) The reactants are [F:1][C:2]1[CH:8]=[CH:7][C:6]([F:9])=[CH:5][C:3]=1[NH2:4].Cl.Cl[CH2:12][CH2:13][NH:14][CH2:15][CH2:16]Cl.C(=O)([O-])[O-].[Na+].[Na+].[OH-].[Na+]. The catalyst is C(O)CCC.CCCCCC. The product is [F:1][C:2]1[CH:8]=[CH:7][C:6]([F:9])=[CH:5][C:3]=1[N:4]1[CH2:16][CH2:15][NH:14][CH2:13][CH2:12]1. The yield is 0.150. (2) The catalyst is O1CCCC1.[Cu](I)I. The product is [O:16]=[C:9]([NH:8][C:5]1[CH:4]=[N:3][C:2]([C:25]#[C:24][Si:26]([CH3:29])([CH3:28])[CH3:27])=[CH:7][N:6]=1)[CH2:10][CH2:11][C:12]([O:14][CH3:15])=[O:13]. The yield is 0.800. The reactants are Br[C:2]1[N:3]=[CH:4][C:5]([NH:8][C:9](=[O:16])[CH2:10][CH2:11][C:12]([O:14][CH3:15])=[O:13])=[N:6][CH:7]=1.C(NC(C)C)(C)C.[C:24]([Si:26]([CH3:29])([CH3:28])[CH3:27])#[CH:25]. (3) The reactants are [NH2:1][C@@H:2]([CH3:5])[CH2:3][OH:4].[Cl:6][CH2:7][C:8](Cl)=[O:9].[OH-].[Na+]. The catalyst is C1COCC1. The product is [Cl:6][CH2:7][C:8]([NH:1][C@@H:2]([CH3:5])[CH2:3][OH:4])=[O:9]. The yield is 0.850. (4) The reactants are [CH3:1][O:2][C:3]1[CH:4]=[C:5]([NH:11][C:12](=O)[CH2:13][C:14]2[CH:19]=[CH:18][C:17]([C:20]([F:23])([F:22])[F:21])=[CH:16][CH:15]=2)[CH:6]=[CH:7][C:8]=1[O:9][CH3:10].[H-].[H-].[H-].[H-].[Li+].[Al+3].O.Cl. The catalyst is C1COCC1. The product is [CH3:1][O:2][C:3]1[CH:4]=[C:5]([NH:11][CH2:12][CH2:13][C:14]2[CH:19]=[CH:18][C:17]([C:20]([F:21])([F:23])[F:22])=[CH:16][CH:15]=2)[CH:6]=[CH:7][C:8]=1[O:9][CH3:10]. The yield is 0.240. (5) The reactants are C[O:2][C:3]([C:5]1[CH2:6][N:7]([C:18]([O:20][C:21]([CH3:24])([CH3:23])[CH3:22])=[O:19])[CH2:8][CH2:9][C:10]=1[C:11]1[CH:16]=[CH:15][C:14]([F:17])=[CH:13][CH:12]=1)=[O:4].[OH-].[Na+]. The catalyst is O1CCOCC1. The product is [C:21]([O:20][C:18]([N:7]1[CH2:8][CH2:9][C:10]([C:11]2[CH:12]=[CH:13][C:14]([F:17])=[CH:15][CH:16]=2)=[C:5]([C:3]([OH:4])=[O:2])[CH2:6]1)=[O:19])([CH3:24])([CH3:22])[CH3:23]. The yield is 0.780. (6) The reactants are [CH3:1][C:2]([CH3:7])([CH3:6])[C:3]([OH:5])=[O:4].O.[C:9](=[O:16])([S:13][CH2:14][CH3:15])[O:10][CH2:11]I. The catalyst is ClCCl. The product is [CH2:14]([S:13][C:9]([O:10][CH2:11][O:4][C:3](=[O:5])[C:2]([CH3:7])([CH3:6])[CH3:1])=[O:16])[CH3:15]. The yield is 1.00. (7) The yield is 0.280. The reactants are O[N:2]=[C:3]1[CH2:27][CH2:26][C@@:25]2([CH3:28])[CH:5]([C:6](=[O:30])[O:7][C:8]3[C@H:9]4[C@:21]([CH3:29])([CH2:22][CH2:23][C:24]=32)[C@@H:12]([C@@H:13]([CH3:20])[CH2:14][CH2:15][CH2:16][CH:17]([CH3:19])[CH3:18])[CH2:11][CH2:10]4)[CH2:4]1.S(Cl)(Cl)=[O:32].C(=O)(O)[O-].[Na+]. The product is [CH3:28][C@:25]12[CH2:26][CH2:27][NH:2][C:3](=[O:32])[CH2:4][C@@H:5]1[C:6](=[O:30])[O:7][C:8]1[C@@H:9]3[CH2:10][CH2:11][C@H:12]([C@@H:13]([CH2:14][CH2:15][CH2:16][CH:17]([CH3:18])[CH3:19])[CH3:20])[C@@:21]3([CH3:29])[CH2:22][CH2:23][C:24]=12. The catalyst is O1CCOCC1.